Dataset: Full USPTO retrosynthesis dataset with 1.9M reactions from patents (1976-2016). Task: Predict the reactants needed to synthesize the given product. (1) Given the product [CH3:1][N:2]1[CH2:3][CH2:4][CH:5]([NH:8][C:9](=[O:34])/[C:10](/[CH2:22][O:23][C:24]2[C:33]3[C:28](=[CH:29][CH:30]=[CH:31][CH:32]=3)[CH:27]=[CH:26][CH:25]=2)=[CH:11]/[C:12]2[CH:13]=[CH:14][C:15]([C:16]([OH:18])=[O:17])=[CH:20][CH:21]=2)[CH2:6][CH2:7]1, predict the reactants needed to synthesize it. The reactants are: [CH3:1][N:2]1[CH2:7][CH2:6][CH:5]([NH:8][C:9](=[O:34])/[C:10](/[CH2:22][O:23][C:24]2[C:33]3[C:28](=[CH:29][CH:30]=[CH:31][CH:32]=3)[CH:27]=[CH:26][CH:25]=2)=[CH:11]/[C:12]2[CH:21]=[CH:20][C:15]([C:16]([O:18]C)=[O:17])=[CH:14][CH:13]=2)[CH2:4][CH2:3]1.O.[OH-].[Li+]. (2) Given the product [F:16][C:17]1[CH:25]=[CH:24][CH:23]=[C:22]([F:26])[C:18]=1[C:19]([C:11]1[CH:12]=[CH:13][C:8]([O:7][CH:2]2[CH2:3][CH2:4][CH2:5][CH2:6][O:1]2)=[CH:9][CH:10]=1)=[O:20], predict the reactants needed to synthesize it. The reactants are: [O:1]1[CH2:6][CH2:5][CH2:4][CH2:3][CH:2]1[O:7][C:8]1[CH:13]=[CH:12][C:11]([Mg]Br)=[CH:10][CH:9]=1.[F:16][C:17]1[CH:25]=[CH:24][CH:23]=[C:22]([F:26])[C:18]=1[C:19](Cl)=[O:20]. (3) Given the product [C:20]([O:24][C:25]([N:27]1[CH2:32][CH2:31][CH:30]([O:18][C:15]2[CH:16]=[CH:17][C:12]([N:11]3[C:10](=[O:19])[C:9]4[C:4](=[CH:5][CH:6]=[CH:7][CH:8]=4)[N:3]=[C:2]3[CH3:1])=[CH:13][CH:14]=2)[CH2:29][CH2:28]1)=[O:26])([CH3:23])([CH3:21])[CH3:22], predict the reactants needed to synthesize it. The reactants are: [CH3:1][C:2]1[N:11]([C:12]2[CH:17]=[CH:16][C:15]([OH:18])=[CH:14][CH:13]=2)[C:10](=[O:19])[C:9]2[C:4](=[CH:5][CH:6]=[CH:7][CH:8]=2)[N:3]=1.[C:20]([O:24][C:25]([N:27]1[CH2:32][CH2:31][CH:30](O)[CH2:29][CH2:28]1)=[O:26])([CH3:23])([CH3:22])[CH3:21].C1(P(C2C=CC=CC=2)C2C=CC=CC=2)C=CC=CC=1.CCOC(/N=N/C(OCC)=O)=O. (4) Given the product [F:1][C:2]1[CH:7]=[C:6]([CH:5]=[CH:4][C:3]=1[CH2:11][CH2:12][S:13]([CH3:16])(=[O:15])=[O:14])[NH2:8], predict the reactants needed to synthesize it. The reactants are: [F:1][C:2]1[CH:7]=[C:6]([N+:8]([O-])=O)[CH:5]=[CH:4][C:3]=1[CH2:11][CH2:12][S:13]([CH3:16])(=[O:15])=[O:14].